This data is from Forward reaction prediction with 1.9M reactions from USPTO patents (1976-2016). The task is: Predict the product of the given reaction. The product is: [CH3:26][C:5]1[CH:4]=[C:3]([CH:8]=[CH:7][C:6]=1[S:9]([N:12]1[CH2:17][CH2:16][NH:15][C@@H:14]([CH3:25])[CH2:13]1)(=[O:11])=[O:10])[C:1]#[N:2]. Given the reactants [C:1]([C:3]1[CH:8]=[CH:7][C:6]([S:9]([N:12]2[CH2:17][CH2:16][N:15](C(OC(C)(C)C)=O)[C@@H:14]([CH3:25])[CH2:13]2)(=[O:11])=[O:10])=[C:5]([CH3:26])[CH:4]=1)#[N:2].C(O)(C(F)(F)F)=O, predict the reaction product.